This data is from Catalyst prediction with 721,799 reactions and 888 catalyst types from USPTO. The task is: Predict which catalyst facilitates the given reaction. (1) Reactant: [NH2:1][C:2]1[N:7]=[C:6]([S:8]([CH3:11])(=O)=O)[C:5]([C:12]#[N:13])=[C:4]([C:14]2[CH:19]=[CH:18][CH:17]=[CH:16][CH:15]=2)[N:3]=1.[C:20]1(S)[CH:25]=[CH:24]C=[CH:22][CH:21]=1.C1CCN2C(=NCCC2)CC1. Product: [NH2:1][C:2]1[N:3]=[C:4]([C:14]2[CH:19]=[CH:18][CH:17]=[CH:16][CH:15]=2)[C:5]([C:12]#[N:13])=[C:6]([S:8][C:11]2[CH:24]=[CH:25][CH:20]=[CH:21][CH:22]=2)[N:7]=1. The catalyst class is: 57. (2) Reactant: [N+:1]([C:4]1[CH:11]=[CH:10][C:7]([CH2:8]O)=[CH:6][CH:5]=1)([O-:3])=[O:2].C(Br)(Br)(Br)[Br:13].C1(P(C2C=CC=CC=2)C2C=CC=CC=2)C=CC=CC=1. Product: [Br:13][CH2:8][C:7]1[CH:10]=[CH:11][C:4]([N+:1]([O-:3])=[O:2])=[CH:5][CH:6]=1. The catalyst class is: 4. (3) Reactant: C([N:8]1[CH2:13][CH2:12][CH:11]([N:14]2[C:19]3[C:20]4[CH:26]=[CH:25][N:24]([CH2:27][O:28][CH2:29][CH2:30][Si:31]([CH3:34])([CH3:33])[CH3:32])[C:21]=4[N:22]=[CH:23][C:18]=3[CH2:17][NH:16][C:15]2=[O:35])[CH2:10][CH2:9]1)C1C=CC=CC=1. Product: [NH:8]1[CH2:9][CH2:10][CH:11]([N:14]2[C:19]3[C:20]4[CH:26]=[CH:25][N:24]([CH2:27][O:28][CH2:29][CH2:30][Si:31]([CH3:33])([CH3:32])[CH3:34])[C:21]=4[N:22]=[CH:23][C:18]=3[CH2:17][NH:16][C:15]2=[O:35])[CH2:12][CH2:13]1. The catalyst class is: 178. (4) Reactant: [CH3:1][CH2:2][O:3][C:4]([C:6]1[CH:11]([C:12]2[C:17]([Cl:18])=[CH:16][CH:15]=[CH:14][CH:13]=2)[C:10]([C:19]([O:21][CH3:22])=[O:20])=[C:9]([CH3:23])[NH:8][C:7]=1[CH2:24][O:25][CH2:26][CH2:27][NH2:28])=[O:5].[C:29]([OH:37])(=[O:36])[C:30]1[CH:35]=[CH:34][CH:33]=[N:32][CH:31]=1. Product: [CH3:1][CH2:2][O:3][C:4]([C:6]1[CH:11]([C:12]2[CH:13]=[CH:14][CH:15]=[CH:16][C:17]=2[Cl:18])[C:10]([C:19]([O:21][CH3:22])=[O:20])=[C:9]([CH3:23])[NH:8][C:7]=1[CH2:24][O:25][CH2:26][CH2:27][NH2:28])=[O:5].[C:29]([O-:37])(=[O:36])[C:30]1[CH:35]=[CH:34][CH:33]=[N:32][CH:31]=1. The catalyst class is: 8. (5) Reactant: C(Cl)(=O)C(Cl)=O.[Br:7][C:8]1[CH:9]=[N:10][C:11]([C:14]([OH:16])=O)=[N:12][CH:13]=1.Cl.[NH:18]1[CH2:21][CH2:20][CH2:19]1.C(N(CC)CC)C. Product: [N:18]1([C:14]([C:11]2[N:12]=[CH:13][C:8]([Br:7])=[CH:9][N:10]=2)=[O:16])[CH2:21][CH2:20][CH2:19]1. The catalyst class is: 59. (6) Reactant: [CH:1]([Si:4]([CH:16]([CH3:18])[CH3:17])([CH:13]([CH3:15])[CH3:14])[O:5][C:6]([C:8]1[S:9][CH:10]=[CH:11][N:12]=1)=[CH2:7])([CH3:3])[CH3:2].C1C(=O)N([Cl:26])C(=O)C1. Product: [CH:16]([Si:4]([CH:1]([CH3:2])[CH3:3])([CH:13]([CH3:15])[CH3:14])[O:5][C:6]([C:8]1[S:9][CH:10]=[CH:11][N:12]=1)=[CH:7][Cl:26])([CH3:18])[CH3:17]. The catalyst class is: 1. (7) Reactant: C([N+](CCCC)(CCCC)CCCC)CCC.[OH-].[Na+].[CH2:20]([OH:23])[CH:21]=[CH2:22].Br[CH2:25][C:26]([O:28][C:29]([CH3:32])([CH3:31])[CH3:30])=[O:27]. Product: [CH2:20]([O:23][CH2:25][C:26]([O:28][C:29]([CH3:32])([CH3:31])[CH3:30])=[O:27])[CH:21]=[CH2:22]. The catalyst class is: 226.